This data is from Merck oncology drug combination screen with 23,052 pairs across 39 cell lines. The task is: Regression. Given two drug SMILES strings and cell line genomic features, predict the synergy score measuring deviation from expected non-interaction effect. (1) Drug 1: CNC(=O)c1cc(Oc2ccc(NC(=O)Nc3ccc(Cl)c(C(F)(F)F)c3)cc2)ccn1. Drug 2: CCc1cnn2c(NCc3ccc[n+]([O-])c3)cc(N3CCCCC3CCO)nc12. Cell line: A427. Synergy scores: synergy=2.64. (2) Drug 1: CN1C(=O)C=CC2(C)C3CCC4(C)C(NC(=O)OCC(F)(F)F)CCC4C3CCC12. Drug 2: CN(Cc1cnc2nc(N)nc(N)c2n1)c1ccc(C(=O)NC(CCC(=O)O)C(=O)O)cc1. Cell line: ES2. Synergy scores: synergy=5.65. (3) Drug 1: CCC1(O)CC2CN(CCc3c([nH]c4ccccc34)C(C(=O)OC)(c3cc4c(cc3OC)N(C)C3C(O)(C(=O)OC)C(OC(C)=O)C5(CC)C=CCN6CCC43C65)C2)C1. Drug 2: CC1(c2nc3c(C(N)=O)cccc3[nH]2)CCCN1. Cell line: NCIH2122. Synergy scores: synergy=-21.2. (4) Drug 1: CCc1c2c(nc3ccc(O)cc13)-c1cc3c(c(=O)n1C2)COC(=O)C3(O)CC. Drug 2: CNC(=O)c1cc(Oc2ccc(NC(=O)Nc3ccc(Cl)c(C(F)(F)F)c3)cc2)ccn1. Cell line: UWB1289BRCA1. Synergy scores: synergy=4.01.